Dataset: Full USPTO retrosynthesis dataset with 1.9M reactions from patents (1976-2016). Task: Predict the reactants needed to synthesize the given product. Given the product [C:13]([N:11]([CH3:12])[C:9]1[CH:10]=[C:5]([C:3]([OH:4])=[O:2])[CH:6]=[C:7]([C:18]2[CH:23]=[CH:22][C:21]([CH3:24])=[CH:20][CH:19]=2)[CH:8]=1)(=[O:17])[CH:14]([CH3:16])[CH3:15], predict the reactants needed to synthesize it. The reactants are: C[O:2][C:3]([C:5]1[CH:6]=[C:7]([C:18]2[CH:23]=[CH:22][C:21]([CH3:24])=[CH:20][CH:19]=2)[CH:8]=[C:9]([N:11]([C:13](=[O:17])[CH:14]([CH3:16])[CH3:15])[CH3:12])[CH:10]=1)=[O:4].[OH-].[Na+].Cl.